This data is from Full USPTO retrosynthesis dataset with 1.9M reactions from patents (1976-2016). The task is: Predict the reactants needed to synthesize the given product. (1) Given the product [C:45]([C:47]1([C:18]([N:13]2[CH2:14][C@H:15]([CH2:16][F:17])[C@H:11]([NH:10][C:9]3[C:4]4[N:5]([CH:28]=[C:2]([C:34]5[CH:33]=[N:32][N:31]([CH3:29])[CH:35]=5)[N:3]=4)[N:6]=[CH:7][C:8]=3[C:25]([NH2:26])=[O:27])[CH2:12]2)=[O:20])[CH2:49][CH2:48]1)#[N:46], predict the reactants needed to synthesize it. The reactants are: Br[C:2]1[N:3]=[C:4]2[C:9]([NH:10][C@H:11]3[C@@H:15]([CH2:16][F:17])[CH2:14][N:13]([C:18]([O:20]C(C)(C)C)=O)[CH2:12]3)=[C:8]([C:25](=[O:27])[NH2:26])[CH:7]=[N:6][N:5]2[CH:28]=1.[CH2:29]([N:31]1[CH:35]=[C:34](B2OC(C)(C)C(C)(C)O2)[CH:33]=[N:32]1)C.[C:45]([C:47]1(C(O)=O)[CH2:49][CH2:48]1)#[N:46]. (2) Given the product [CH3:1][O:2][C:3]([NH:5][C@@H:6]([CH:24]([CH3:26])[CH3:25])[C:7]([N:9]1[CH:13]([C:14]([OH:16])=[O:15])[CH2:12][C:11]2([CH2:19][CH2:20][O:21][CH2:22][CH2:23]2)[CH2:10]1)=[O:8])=[O:4], predict the reactants needed to synthesize it. The reactants are: [CH3:1][O:2][C:3]([NH:5][C@@H:6]([CH:24]([CH3:26])[CH3:25])[C:7]([N:9]1[C@H:13]([C:14]([O:16]CC)=[O:15])[CH2:12][C:11]2([CH2:23][CH2:22][O:21][CH2:20][CH2:19]2)[CH2:10]1)=[O:8])=[O:4].C1COCC1.[Li+].[OH-]. (3) Given the product [S:1]1[C:5]2[CH:6]=[CH:7][CH:8]=[CH:9][C:4]=2[N:3]=[C:2]1[NH:10][C:11]1[CH:16]=[CH:15][C:14]([O:17][C:19]2[C:20]([C:25]3([C:31]#[N:32])[CH2:26][CH2:27][O:28][CH2:29][CH2:30]3)=[N:21][CH:22]=[CH:23][N:24]=2)=[CH:13][CH:12]=1, predict the reactants needed to synthesize it. The reactants are: [S:1]1[C:5]2[CH:6]=[CH:7][CH:8]=[CH:9][C:4]=2[N:3]=[C:2]1[NH:10][C:11]1[CH:16]=[CH:15][C:14]([OH:17])=[CH:13][CH:12]=1.Cl[C:19]1[C:20]([C:25]2([C:31]#[N:32])[CH2:30][CH2:29][O:28][CH2:27][CH2:26]2)=[N:21][CH:22]=[CH:23][N:24]=1.C(=O)([O-])[O-].[Cs+].[Cs+]. (4) Given the product [F:1][C:2]1[CH:7]=[CH:6][C:5]([N:8]2[CH:13]=[CH:12][N:11]=[C:10]([C:22]([OH:17])=[O:23])[C:9]2=[O:16])=[CH:4][CH:3]=1, predict the reactants needed to synthesize it. The reactants are: [F:1][C:2]1[CH:7]=[CH:6][C:5]([N:8]2[CH:13]=[CH:12][N:11]=[C:10](C#N)[C:9]2=[O:16])=[CH:4][CH:3]=1.[OH:17]S(O)(=O)=O.[CH3:22][OH:23]. (5) Given the product [N+:9]([C:7]1[CH:6]=[CH:5][C:4]2[C:12]3[C:17](=[CH:16][N:15]=[CH:14][CH:13]=3)[C:18](=[O:19])[O:20][C:3]=2[CH:8]=1)([O-:11])=[O:10], predict the reactants needed to synthesize it. The reactants are: CO[C:3]1[CH:8]=[C:7]([N+:9]([O-:11])=[O:10])[CH:6]=[CH:5][C:4]=1[C:12]1[C:17]([C:18]([O:20]C)=[O:19])=[CH:16][N:15]=[CH:14][CH:13]=1.B(Br)(Br)Br.